This data is from NCI-60 drug combinations with 297,098 pairs across 59 cell lines. The task is: Regression. Given two drug SMILES strings and cell line genomic features, predict the synergy score measuring deviation from expected non-interaction effect. (1) Drug 1: C1=CN(C(=O)N=C1N)C2C(C(C(O2)CO)O)O.Cl. Drug 2: CCC(=C(C1=CC=CC=C1)C2=CC=C(C=C2)OCCN(C)C)C3=CC=CC=C3.C(C(=O)O)C(CC(=O)O)(C(=O)O)O. Cell line: SF-268. Synergy scores: CSS=25.2, Synergy_ZIP=-1.94, Synergy_Bliss=7.26, Synergy_Loewe=-12.5, Synergy_HSA=5.71. (2) Synergy scores: CSS=43.4, Synergy_ZIP=-12.3, Synergy_Bliss=-5.00, Synergy_Loewe=-16.5, Synergy_HSA=-1.40. Cell line: SN12C. Drug 1: C1=NC2=C(N1)C(=S)N=C(N2)N. Drug 2: CCC1(C2=C(COC1=O)C(=O)N3CC4=CC5=C(C=CC(=C5CN(C)C)O)N=C4C3=C2)O.Cl. (3) Drug 1: CC1=C(C=C(C=C1)C(=O)NC2=CC(=CC(=C2)C(F)(F)F)N3C=C(N=C3)C)NC4=NC=CC(=N4)C5=CN=CC=C5. Drug 2: C#CCC(CC1=CN=C2C(=N1)C(=NC(=N2)N)N)C3=CC=C(C=C3)C(=O)NC(CCC(=O)O)C(=O)O. Cell line: M14. Synergy scores: CSS=32.1, Synergy_ZIP=0.422, Synergy_Bliss=-0.173, Synergy_Loewe=-12.0, Synergy_HSA=2.79. (4) Drug 1: CC12CCC(CC1=CCC3C2CCC4(C3CC=C4C5=CN=CC=C5)C)O. Drug 2: CS(=O)(=O)OCCCCOS(=O)(=O)C. Cell line: SNB-19. Synergy scores: CSS=3.84, Synergy_ZIP=-2.10, Synergy_Bliss=0.313, Synergy_Loewe=-0.760, Synergy_HSA=0.407. (5) Drug 1: COC1=NC(=NC2=C1N=CN2C3C(C(C(O3)CO)O)O)N. Drug 2: C1=NNC2=C1C(=O)NC=N2. Cell line: NCI-H322M. Synergy scores: CSS=-2.46, Synergy_ZIP=1.72, Synergy_Bliss=0.657, Synergy_Loewe=-4.11, Synergy_HSA=-3.49. (6) Synergy scores: CSS=-6.38, Synergy_ZIP=1.62, Synergy_Bliss=-3.14, Synergy_Loewe=-6.03, Synergy_HSA=-6.54. Drug 1: CN(C)C1=NC(=NC(=N1)N(C)C)N(C)C. Drug 2: COC1=C2C(=CC3=C1OC=C3)C=CC(=O)O2. Cell line: SK-MEL-2.